From a dataset of Reaction yield outcomes from USPTO patents with 853,638 reactions. Predict the reaction yield, written as a fraction of the theoretical maximum amount of product (1.0 means a 100% yield; for example, 0.34 means a 34% yield). The reactants are [CH:1]1([N:7]([CH:18]2[CH2:23][CH2:22][CH2:21][CH2:20][CH2:19]2)[C:8]([NH:10][C:11]2[S:12][C:13]([CH:16]=O)=[CH:14][N:15]=2)=[O:9])[CH2:6][CH2:5][CH2:4][CH2:3][CH2:2]1.Cl.[NH:25]1[CH2:30][CH2:29][C:28](=[O:31])[CH2:27][CH2:26]1.C(O[BH-](OC(=O)C)OC(=O)C)(=O)C.[Na+]. No catalyst specified. The product is [CH:18]1([N:7]([CH:1]2[CH2:6][CH2:5][CH2:4][CH2:3][CH2:2]2)[C:8]([NH:10][C:11]2[S:12][C:13]([CH2:16][N:25]3[CH2:30][CH2:29][C:28](=[O:31])[CH2:27][CH2:26]3)=[CH:14][N:15]=2)=[O:9])[CH2:19][CH2:20][CH2:21][CH2:22][CH2:23]1. The yield is 0.120.